From a dataset of NCI-60 drug combinations with 297,098 pairs across 59 cell lines. Regression. Given two drug SMILES strings and cell line genomic features, predict the synergy score measuring deviation from expected non-interaction effect. (1) Synergy scores: CSS=35.7, Synergy_ZIP=-0.331, Synergy_Bliss=0.611, Synergy_Loewe=-21.3, Synergy_HSA=2.09. Drug 1: C1CC(=O)NC(=O)C1N2CC3=C(C2=O)C=CC=C3N. Cell line: NCI-H522. Drug 2: CCC1(CC2CC(C3=C(CCN(C2)C1)C4=CC=CC=C4N3)(C5=C(C=C6C(=C5)C78CCN9C7C(C=CC9)(C(C(C8N6C=O)(C(=O)OC)O)OC(=O)C)CC)OC)C(=O)OC)O.OS(=O)(=O)O. (2) Drug 1: CC1=C(C=C(C=C1)NC2=NC=CC(=N2)N(C)C3=CC4=NN(C(=C4C=C3)C)C)S(=O)(=O)N.Cl. Drug 2: CC1=C(C(=O)C2=C(C1=O)N3CC4C(C3(C2COC(=O)N)OC)N4)N. Cell line: MCF7. Synergy scores: CSS=13.2, Synergy_ZIP=-8.19, Synergy_Bliss=-11.2, Synergy_Loewe=-33.8, Synergy_HSA=-13.6. (3) Drug 1: CC(C1=C(C=CC(=C1Cl)F)Cl)OC2=C(N=CC(=C2)C3=CN(N=C3)C4CCNCC4)N. Drug 2: CC(C)CN1C=NC2=C1C3=CC=CC=C3N=C2N. Cell line: HOP-92. Synergy scores: CSS=9.90, Synergy_ZIP=-0.665, Synergy_Bliss=3.45, Synergy_Loewe=0.330, Synergy_HSA=3.37. (4) Drug 1: CC1=CC=C(C=C1)C2=CC(=NN2C3=CC=C(C=C3)S(=O)(=O)N)C(F)(F)F. Drug 2: C1CNP(=O)(OC1)N(CCCl)CCCl. Cell line: SR. Synergy scores: CSS=1.12, Synergy_ZIP=7.26, Synergy_Bliss=2.23, Synergy_Loewe=-1.27, Synergy_HSA=-1.24.